Dataset: Reaction yield outcomes from USPTO patents with 853,638 reactions. Task: Predict the reaction yield, written as a fraction of the theoretical maximum amount of product (1.0 means a 100% yield; for example, 0.34 means a 34% yield). (1) The reactants are Cl.[NH2:2][C@H:3]1[C@H:8]2[CH2:9][C@H:5]([CH2:6][CH2:7]2)[C@H:4]1[C:10]([O:12][CH3:13])=[O:11].C([O-])(=O)C.[Na+].[F:19][C:20]1[CH:21]=[C:22]([CH:25]=[CH:26][C:27]=1[F:28])[CH:23]=O.C([BH3-])#N.[Na+].C(=O)(O)[O-].[Na+]. The catalyst is CO.C(OCC)(=O)C. The product is [F:19][C:20]1[CH:21]=[C:22]([CH:25]=[CH:26][C:27]=1[F:28])[CH2:23][NH:2][C@H:3]1[C@H:8]2[CH2:9][C@H:5]([CH2:6][CH2:7]2)[C@H:4]1[C:10]([O:12][CH3:13])=[O:11]. The yield is 0.780. (2) The reactants are CO[C:3]1([O:10]C)[CH:8]=[CH:7][C:6](=[O:9])[CH:5]=[CH:4]1.[C:12]1([S:18]([N:21]2[C:29]3[C:24](=[CH:25][C:26]([O:30][CH3:31])=[CH:27][CH:28]=3)[CH:23]=[CH:22]2)(=[O:20])=[O:19])[CH:17]=[CH:16][CH:15]=[CH:14][CH:13]=1. No catalyst specified. The product is [C:12]1([S:18]([N:21]2[C:29]3[C:24](=[CH:25][C:26]([O:30][CH3:31])=[CH:27][CH:28]=3)[CH:23]=[C:22]2[C:3]2([OH:10])[CH:4]=[CH:5][C:6](=[O:9])[CH:7]=[CH:8]2)(=[O:19])=[O:20])[CH:13]=[CH:14][CH:15]=[CH:16][CH:17]=1. The yield is 0.320. (3) The reactants are [CH3:1][O:2][C:3]1[CH:4]=[C:5]2[C:10](=[CH:11][C:12]=1[O:13][CH2:14][CH2:15][CH2:16]Cl)[N:9]=[CH:8][NH:7][C:6]2=[O:18].[NH:19]1[CH2:24][CH2:23][CH2:22][CH2:21][CH2:20]1. The catalyst is C(O)(CC)C. The product is [CH3:1][O:2][C:3]1[CH:4]=[C:5]2[C:10](=[CH:11][C:12]=1[O:13][CH2:14][CH2:15][CH2:16][N:19]1[CH2:24][CH2:23][CH2:22][CH2:21][CH2:20]1)[N:9]=[CH:8][NH:7][C:6]2=[O:18]. The yield is 0.900. (4) The reactants are [NH:1]1[C:9]2[C:4](=[CH:5][CH:6]=[CH:7][CH:8]=2)[CH2:3][CH2:2]1.F[C:11]1[CH:19]=[CH:18][CH:17]=[CH:16][C:12]=1[C:13]([OH:15])=[O:14].[NH2-].[Li+]. The catalyst is C1COCC1. The product is [N:1]1([C:11]2[CH:19]=[CH:18][CH:17]=[CH:16][C:12]=2[C:13]([OH:15])=[O:14])[C:9]2[C:4](=[CH:5][CH:6]=[CH:7][CH:8]=2)[CH2:3][CH2:2]1. The yield is 0.790. (5) The reactants are [Br:1][C:2]1[CH:7]=[CH:6][C:5]([OH:8])=[C:4]([F:9])[C:3]=1[F:10].C(=O)([O-])[O-].[K+].[K+].Cl[CH2:18][C:19]1[CH:24]=[CH:23][C:22]([O:25][CH3:26])=[CH:21][CH:20]=1. The catalyst is C(#N)C. The product is [Br:1][C:2]1[CH:7]=[CH:6][C:5]([O:8][CH2:18][C:19]2[CH:24]=[CH:23][C:22]([O:25][CH3:26])=[CH:21][CH:20]=2)=[C:4]([F:9])[C:3]=1[F:10]. The yield is 0.960.